From a dataset of Catalyst prediction with 721,799 reactions and 888 catalyst types from USPTO. Predict which catalyst facilitates the given reaction. (1) Reactant: [CH2:1]([O:8][C:9](=[O:28])[NH:10][CH2:11][C@H:12]1[CH2:17][CH2:16][C@H:15]([C:18]2[N:22]3[CH:23]=[CH:24][N:25]=[C:26]([CH3:27])[C:21]3=[CH:20][N:19]=2)[CH2:14][CH2:13]1)[C:2]1[CH:7]=[CH:6][CH:5]=[CH:4][CH:3]=1.[Br:29]N1C(=O)CCC1=O. Product: [Br:29][C:20]1[N:19]=[C:18]([C@H:15]2[CH2:16][CH2:17][C@H:12]([CH2:11][NH:10][C:9](=[O:28])[O:8][CH2:1][C:2]3[CH:7]=[CH:6][CH:5]=[CH:4][CH:3]=3)[CH2:13][CH2:14]2)[N:22]2[CH:23]=[CH:24][N:25]=[C:26]([CH3:27])[C:21]=12. The catalyst class is: 9. (2) Reactant: [C:1]([O:5][C:6]([NH:8][CH:9]1[CH2:18][C:17]2[C:12](=[CH:13][C:14]([C:19]3[CH:20]=[CH:21][N:22]4[C:27]([C:28]=3[CH3:29])=[C:26]([CH:30]3[CH2:32][CH2:31]3)[CH:25]=[C:24]([C:33]([O:35]C)=[O:34])[C:23]4=[O:37])=[CH:15][CH:16]=2)[NH:11][C:10]1=[O:38])=[O:7])([CH3:4])([CH3:3])[CH3:2].[OH-].[Na+].O. Product: [C:1]([O:5][C:6]([NH:8][CH:9]1[CH2:18][C:17]2[C:12](=[CH:13][C:14]([C:19]3[CH:20]=[CH:21][N:22]4[C:27]([C:28]=3[CH3:29])=[C:26]([CH:30]3[CH2:32][CH2:31]3)[CH:25]=[C:24]([C:33]([OH:35])=[O:34])[C:23]4=[O:37])=[CH:15][CH:16]=2)[NH:11][C:10]1=[O:38])=[O:7])([CH3:2])([CH3:3])[CH3:4]. The catalyst class is: 5.